Dataset: Forward reaction prediction with 1.9M reactions from USPTO patents (1976-2016). Task: Predict the product of the given reaction. Given the reactants [P:1]([O-:6])([O:4]C)[O:2][CH3:3].Br[C:8]1[CH:9]=[C:10](/[CH:14]=[CH:15]/[C:16]([O:18][C:19]([CH3:22])([CH3:21])[CH3:20])=[O:17])[CH:11]=[CH:12][CH:13]=1.C(N(CC)CC)C, predict the reaction product. The product is: [OH:4][P:1]([C:12]1[CH:11]=[C:10](/[CH:14]=[CH:15]/[C:16]([O:18][C:19]([CH3:22])([CH3:21])[CH3:20])=[O:17])[CH:9]=[CH:8][CH:13]=1)([O:2][CH3:3])=[O:6].